This data is from Full USPTO retrosynthesis dataset with 1.9M reactions from patents (1976-2016). The task is: Predict the reactants needed to synthesize the given product. (1) Given the product [O:37]1[C:36]2[CH:40]=[CH:41][C:33]([C:24]3[C:25]([O:29][CH2:30][CH2:31][OH:32])=[N:26][N:27]([CH3:28])[C:23]=3[NH:22][S:9](/[CH:8]=[CH:7]/[C:1]3[CH:6]=[CH:5][CH:4]=[CH:3][CH:2]=3)(=[O:11])=[O:10])=[CH:34][C:35]=2[O:39][CH2:38]1, predict the reactants needed to synthesize it. The reactants are: [C:1]1(/[CH:7]=[CH:8]/[S:9](Cl)(=[O:11])=[O:10])[CH:6]=[CH:5][CH:4]=[CH:3][CH:2]=1.CN(C1C=CC=CN=1)C.[NH2:22][C:23]1[N:27]([CH3:28])[N:26]=[C:25]([O:29][CH2:30][CH2:31][OH:32])[C:24]=1[C:33]1[CH:41]=[CH:40][C:36]2[O:37][CH2:38][O:39][C:35]=2[CH:34]=1. (2) Given the product [NH2:18][C:3]1[CH:4]=[C:5]([CH:8]([C:11]2([C:14]([O:16][CH3:17])=[O:15])[CH2:12][CH2:13]2)[CH2:9][CH3:10])[CH:6]=[CH:7][C:2]=1[Cl:1], predict the reactants needed to synthesize it. The reactants are: [Cl:1][C:2]1[CH:7]=[CH:6][C:5]([CH:8]([C:11]2([C:14]([O:16][CH3:17])=[O:15])[CH2:13][CH2:12]2)[CH2:9][CH3:10])=[CH:4][C:3]=1[N+:18]([O-])=O. (3) Given the product [O:12]1[CH:13]=[N:14][C:10]([C:7]2[CH:8]=[CH:9][C:4]([NH2:1])=[CH:5][CH:6]=2)=[N:11]1, predict the reactants needed to synthesize it. The reactants are: [N+:1]([C:4]1[CH:9]=[CH:8][C:7]([C:10]2[N:14]=[CH:13][O:12][N:11]=2)=[CH:6][CH:5]=1)([O-])=O. (4) Given the product [N:21]1([CH2:20][CH2:19][O:18][C:11]2[C:12]3[C:17](=[CH:16][CH:15]=[CH:14][CH:13]=3)[C:8]([NH:7][C:5]([C:4]3[CH:27]=[CH:28][N:29]=[C:2]([N:34]4[CH2:35][CH2:36][CH:31]([CH3:30])[CH2:32][CH2:33]4)[CH:3]=3)=[O:6])=[CH:9][CH:10]=2)[CH2:26][CH2:25][O:24][CH2:23][CH2:22]1, predict the reactants needed to synthesize it. The reactants are: Cl[C:2]1[CH:3]=[C:4]([CH:27]=[CH:28][N:29]=1)[C:5]([NH:7][C:8]1[C:17]2[C:12](=[CH:13][CH:14]=[CH:15][CH:16]=2)[C:11]([O:18][CH2:19][CH2:20][N:21]2[CH2:26][CH2:25][O:24][CH2:23][CH2:22]2)=[CH:10][CH:9]=1)=[O:6].[CH3:30][CH:31]1[CH2:36][CH2:35][NH:34][CH2:33][CH2:32]1. (5) Given the product [NH2:1][C:2]1[N:10]=[CH:9][C:8]([Br:11])=[CH:7][C:3]=1[C:4]([N:13]([CH3:14])[CH3:12])=[O:5], predict the reactants needed to synthesize it. The reactants are: [NH2:1][C:2]1[N:10]=[CH:9][C:8]([Br:11])=[CH:7][C:3]=1[C:4](O)=[O:5].[CH3:12][NH:13][CH3:14].C(P(C#N)(CC)=O)C.C(N(CC)CC)C.